From a dataset of Catalyst prediction with 721,799 reactions and 888 catalyst types from USPTO. Predict which catalyst facilitates the given reaction. Reactant: [CH3:1][O:2][C:3]1[CH:8]=[CH:7][C:6]([S:9]([N:12]2[CH2:16][CH2:15][CH2:14][CH:13]2[C:17](O)=[O:18])(=[O:11])=[O:10])=[CH:5][CH:4]=1.[H-].[Al+3].[Li+].[H-].[H-].[H-]. Product: [CH3:1][O:2][C:3]1[CH:8]=[CH:7][C:6]([S:9]([N:12]2[CH2:16][CH2:15][CH2:14][CH:13]2[CH2:17][OH:18])(=[O:10])=[O:11])=[CH:5][CH:4]=1. The catalyst class is: 305.